Dataset: Catalyst prediction with 721,799 reactions and 888 catalyst types from USPTO. Task: Predict which catalyst facilitates the given reaction. Reactant: CC(N=NC(C#N)(C)C)(C#N)C.C1C(=O)N([Br:20])C(=O)C1.[CH3:21][C:22]1[C:30]2[C:25](=[CH:26][CH:27]=[CH:28][CH:29]=2)[N:24]([C:31]2[CH:38]=[CH:37][CH:36]=[CH:35][C:32]=2[C:33]#[N:34])[N:23]=1. Product: [Br:20][CH2:21][C:22]1[C:30]2[C:25](=[CH:26][CH:27]=[CH:28][CH:29]=2)[N:24]([C:31]2[CH:38]=[CH:37][CH:36]=[CH:35][C:32]=2[C:33]#[N:34])[N:23]=1. The catalyst class is: 53.